From a dataset of Reaction yield outcomes from USPTO patents with 853,638 reactions. Predict the reaction yield, written as a fraction of the theoretical maximum amount of product (1.0 means a 100% yield; for example, 0.34 means a 34% yield). (1) The reactants are [CH3:1][S:2]([OH:5])(=[O:4])=[O:3].C(N(CC)CC)C.C1(P(C2C=CC=CC=2)C2C=CC=CC=2)C=CC=CC=1.[CH3:32][O:33][C:34]([C@@H:36]1[CH2:40][C@@H:39](O)[CH2:38][N:37]1[S:42]([C:45]1[CH:54]=[CH:53][C:52]2[C:47](=[CH:48][CH:49]=[CH:50][CH:51]=2)[CH:46]=1)(=[O:44])=[O:43])=[O:35].N(C(OC(C)C)=O)=NC(OC(C)C)=O. The catalyst is C1(C)C=CC=CC=1.CCOC(C)=O.CCCCCC.O. The product is [CH3:32][O:33][C:34]([C@@H:36]1[CH2:40][C@H:39]([O:3][S:2]([CH3:1])(=[O:5])=[O:4])[CH2:38][N:37]1[S:42]([C:45]1[CH:54]=[CH:53][C:52]2[C:47](=[CH:48][CH:49]=[CH:50][CH:51]=2)[CH:46]=1)(=[O:44])=[O:43])=[O:35]. The yield is 0.860. (2) The reactants are [CH3:1][C:2]1[NH:3][C:4]2[C:9]([C:10]=1[CH:11]=[O:12])=[CH:8][C:7]([N+:13]([O-:15])=[O:14])=[CH:6][CH:5]=2.C(=O)([O-])[O-].[K+].[K+].[CH2:22](Br)[C:23]1[CH:28]=[CH:27][CH:26]=[CH:25][CH:24]=1. The catalyst is CN(C=O)C.CCOC(C)=O. The yield is 0.830. The product is [CH2:22]([N:3]1[C:4]2[C:9](=[CH:8][C:7]([N+:13]([O-:15])=[O:14])=[CH:6][CH:5]=2)[C:10]([CH:11]=[O:12])=[C:2]1[CH3:1])[C:23]1[CH:28]=[CH:27][CH:26]=[CH:25][CH:24]=1.